This data is from NCI-60 drug combinations with 297,098 pairs across 59 cell lines. The task is: Regression. Given two drug SMILES strings and cell line genomic features, predict the synergy score measuring deviation from expected non-interaction effect. (1) Drug 1: CC(C)CN1C=NC2=C1C3=CC=CC=C3N=C2N. Drug 2: C(CN)CNCCSP(=O)(O)O. Cell line: MOLT-4. Synergy scores: CSS=0.957, Synergy_ZIP=-1.63, Synergy_Bliss=-2.80, Synergy_Loewe=1.08, Synergy_HSA=-2.60. (2) Drug 1: C1=C(C(=O)NC(=O)N1)F. Drug 2: C1=NC2=C(N=C(N=C2N1C3C(C(C(O3)CO)O)O)F)N. Cell line: A549. Synergy scores: CSS=43.8, Synergy_ZIP=2.72, Synergy_Bliss=-2.15, Synergy_Loewe=-7.61, Synergy_HSA=-2.37. (3) Drug 1: C1=CC(=CC=C1CC(C(=O)O)N)N(CCCl)CCCl.Cl. Drug 2: CC(C)(C#N)C1=CC(=CC(=C1)CN2C=NC=N2)C(C)(C)C#N. Cell line: HT29. Synergy scores: CSS=1.81, Synergy_ZIP=-2.48, Synergy_Bliss=-3.86, Synergy_Loewe=-9.04, Synergy_HSA=-8.54. (4) Drug 1: CC12CCC(CC1=CCC3C2CCC4(C3CC=C4C5=CN=CC=C5)C)O. Drug 2: CC(C)(C#N)C1=CC(=CC(=C1)CN2C=NC=N2)C(C)(C)C#N. Cell line: ACHN. Synergy scores: CSS=2.85, Synergy_ZIP=1.08, Synergy_Bliss=2.07, Synergy_Loewe=-0.349, Synergy_HSA=1.14. (5) Drug 1: CCC1(CC2CC(C3=C(CCN(C2)C1)C4=CC=CC=C4N3)(C5=C(C=C6C(=C5)C78CCN9C7C(C=CC9)(C(C(C8N6C)(C(=O)OC)O)OC(=O)C)CC)OC)C(=O)OC)O.OS(=O)(=O)O. Drug 2: CC1CCCC2(C(O2)CC(NC(=O)CC(C(C(=O)C(C1O)C)(C)C)O)C(=CC3=CSC(=N3)C)C)C. Cell line: MALME-3M. Synergy scores: CSS=34.0, Synergy_ZIP=-1.40, Synergy_Bliss=-2.21, Synergy_Loewe=-8.21, Synergy_HSA=-2.23. (6) Drug 1: COC1=CC(=CC(=C1O)OC)C2C3C(COC3=O)C(C4=CC5=C(C=C24)OCO5)OC6C(C(C7C(O6)COC(O7)C8=CC=CS8)O)O. Drug 2: CC=C1C(=O)NC(C(=O)OC2CC(=O)NC(C(=O)NC(CSSCCC=C2)C(=O)N1)C(C)C)C(C)C. Cell line: RXF 393. Synergy scores: CSS=68.0, Synergy_ZIP=4.34, Synergy_Bliss=4.26, Synergy_Loewe=-4.10, Synergy_HSA=7.01. (7) Drug 1: C1=NC2=C(N1)C(=S)N=C(N2)N. Drug 2: C1CNP(=O)(OC1)N(CCCl)CCCl. Cell line: SF-295. Synergy scores: CSS=27.6, Synergy_ZIP=-0.716, Synergy_Bliss=-2.62, Synergy_Loewe=-28.9, Synergy_HSA=-3.32.